Dataset: In vitro SARS-CoV-2 activity screen of 1,480 approved drugs from Prestwick library. Task: Binary Classification. Given a drug SMILES string, predict its activity (active/inactive) in a high-throughput screening assay against a specified biological target. (1) The molecule is COc1ccccc1OCC(O)CO. The result is 0 (inactive). (2) The compound is N=c1nc(N2CCCCC2)cc(N)n1O. The result is 0 (inactive). (3) The molecule is CC(=O)Oc1ccccc1C(=O)Oc1ccccc1C(=O)O. The result is 0 (inactive). (4) The compound is CCC(COC(=O)c1cc(OC)c(OC)c(OC)c1)(c1ccccc1)N(C)C. The result is 0 (inactive). (5) The compound is CCC(=O)OCC(=O)[C@@]1(OC(=O)CC)[C@H](C)C[C@H]2[C@H]3[C@H]([C@@H](O)C[C@@]21C)[C@@]1(C)C=CC(=O)C=C1C[C@H]3Cl. The result is 0 (inactive). (6) The drug is CN1CCN(CCCN2c3ccccc3Sc3ccc(S(=O)(=O)N(C)C)cc32)CC1.CS(=O)(=O)O.CS(=O)(=O)O. The result is 0 (inactive). (7) The drug is O=C(O)c1ccccc1Nc1cccc(C(F)(F)F)c1. The result is 0 (inactive). (8) The drug is c1ccc(-c2ccc(C(c3ccccc3)n3ccnc3)cc2)cc1. The result is 0 (inactive).